Dataset: NCI-60 drug combinations with 297,098 pairs across 59 cell lines. Task: Regression. Given two drug SMILES strings and cell line genomic features, predict the synergy score measuring deviation from expected non-interaction effect. (1) Drug 1: CC1=C2C(C(=O)C3(C(CC4C(C3C(C(C2(C)C)(CC1OC(=O)C(C(C5=CC=CC=C5)NC(=O)OC(C)(C)C)O)O)OC(=O)C6=CC=CC=C6)(CO4)OC(=O)C)OC)C)OC. Drug 2: CCC1=C2CN3C(=CC4=C(C3=O)COC(=O)C4(CC)O)C2=NC5=C1C=C(C=C5)O. Cell line: OVCAR-8. Synergy scores: CSS=62.9, Synergy_ZIP=-0.853, Synergy_Bliss=-2.99, Synergy_Loewe=-1.57, Synergy_HSA=1.70. (2) Drug 1: CC1=CC2C(CCC3(C2CCC3(C(=O)C)OC(=O)C)C)C4(C1=CC(=O)CC4)C. Drug 2: C(CCl)NC(=O)N(CCCl)N=O. Cell line: SN12C. Synergy scores: CSS=6.60, Synergy_ZIP=3.17, Synergy_Bliss=1.02, Synergy_Loewe=2.76, Synergy_HSA=2.84. (3) Synergy scores: CSS=-1.96, Synergy_ZIP=3.63, Synergy_Bliss=5.63, Synergy_Loewe=-3.09, Synergy_HSA=-1.69. Cell line: OVCAR-8. Drug 1: CS(=O)(=O)OCCCCOS(=O)(=O)C. Drug 2: CC(C)NC(=O)C1=CC=C(C=C1)CNNC.Cl. (4) Drug 1: C1CCC(C1)C(CC#N)N2C=C(C=N2)C3=C4C=CNC4=NC=N3. Drug 2: C1=CC=C(C(=C1)C(C2=CC=C(C=C2)Cl)C(Cl)Cl)Cl. Cell line: COLO 205. Synergy scores: CSS=3.90, Synergy_ZIP=3.82, Synergy_Bliss=11.6, Synergy_Loewe=2.10, Synergy_HSA=2.73.